From a dataset of Catalyst prediction with 721,799 reactions and 888 catalyst types from USPTO. Predict which catalyst facilitates the given reaction. (1) Reactant: [CH:1]1(P([CH:1]2[CH2:6][CH2:5][CH2:4][CH2:3][CH2:2]2)C2C=CC=CC=2C2C(OC)=CC=CC=2OC)[CH2:6][CH2:5][CH2:4][CH2:3][CH2:2]1.[C:30]1(C)C=CC=CC=1.C1(C)C=CC=CC=1B(O)O.Br[C:48]1[N:52]([C:53]2[CH:58]=[CH:57][C:56]([C:59]([CH3:62])([CH3:61])[CH3:60])=[CH:55][CH:54]=2)[C:51]([C:63]2[CH:68]=[CH:67][CH:66]=[CH:65][CH:64]=2)=[N:50][N:49]=1. Product: [C:59]([C:56]1[CH:57]=[CH:58][C:53]([N:52]2[C:51]([C:63]3[CH:68]=[CH:67][CH:66]=[CH:65][C:64]=3[CH3:30])=[N:50][N:49]=[C:48]2[C:1]2[CH:6]=[CH:5][CH:4]=[CH:3][CH:2]=2)=[CH:54][CH:55]=1)([CH3:62])([CH3:61])[CH3:60]. The catalyst class is: 175. (2) Reactant: [Br:1][C:2]1[N:7]=[CH:6][C:5]([OH:8])=[CH:4][N:3]=1.CC1C=CC(S(O[CH2:20][CH2:21][CH2:22][NH:23][C:24]([O:26][CH2:27][C:28]2[CH:33]=[CH:32][CH:31]=[CH:30][CH:29]=2)=[O:25])(=O)=O)=CC=1.C(=O)([O-])[O-].[K+].[K+]. Product: [Br:1][C:2]1[N:7]=[CH:6][C:5]([O:8][CH2:20][CH2:21][CH2:22][NH:23][C:24](=[O:25])[O:26][CH2:27][C:28]2[CH:33]=[CH:32][CH:31]=[CH:30][CH:29]=2)=[CH:4][N:3]=1. The catalyst class is: 9. (3) Reactant: C(OC1C=CC2C(=CC=CC=2)N1C(OCC)=O)C.[C:19]([O:23][C:24]([NH:26][CH2:27][C:28]([OH:30])=O)=[O:25])([CH3:22])([CH3:21])[CH3:20].[C:31]([NH:34][NH2:35])(=[O:33])[CH3:32]. Product: [C:31]([NH:34][NH:35][C:28](=[O:30])[CH2:27][NH:26][C:24](=[O:25])[O:23][C:19]([CH3:20])([CH3:21])[CH3:22])(=[O:33])[CH3:32]. The catalyst class is: 4. (4) Reactant: [NH2:1][CH2:2][CH2:3][NH:4][CH2:5][CH2:6][NH2:7].[C:8]([O:12][C:13]([O:15]N=C(C1C=CC=CC=1)C#N)=O)([CH3:11])([CH3:10])[CH3:9]. Product: [C:8]([O:12][C:13]([NH:1][CH2:2][CH2:3][NH:4][CH2:5][CH2:6][NH:7][C:13]([O:12][C:8]([CH3:9])([CH3:10])[CH3:11])=[O:15])=[O:15])([CH3:11])([CH3:10])[CH3:9]. The catalyst class is: 7. (5) Reactant: [NH2:1][C:2]1[N:7]([CH3:8])[C:6](=[O:9])[N:5]([CH2:10][C:11]2[CH:16]=[CH:15][C:14]([O:17][CH3:18])=[CH:13][CH:12]=2)[C:4](=[O:19])[C:3]=1[NH:20][C:21](=O)[CH2:22][C:23]1[CH:28]=[CH:27][CH:26]=[C:25]([O:29][C:30]([F:33])([F:32])[F:31])[CH:24]=1.[OH-].[Na+].[Cl-].[NH4+]. Product: [CH3:18][O:17][C:14]1[CH:15]=[CH:16][C:11]([CH2:10][N:5]2[C:4](=[O:19])[C:3]3[NH:20][C:21]([CH2:22][C:23]4[CH:28]=[CH:27][CH:26]=[C:25]([O:29][C:30]([F:33])([F:32])[F:31])[CH:24]=4)=[N:1][C:2]=3[N:7]([CH3:8])[C:6]2=[O:9])=[CH:12][CH:13]=1. The catalyst class is: 8. (6) Reactant: Br[C:2]1[CH:7]=[CH:6][CH:5]=[CH:4][CH:3]=1.CC1(C)C2C(=C(P(C3C=CC=CC=3)C3C=CC=CC=3)C=CC=2)OC2C(P(C3C=CC=CC=3)C3C=CC=CC=3)=CC=CC1=2.C([O-])([O-])=O.[Cs+].[Cs+].[NH2:56][C@@H:57]1[CH2:65][C:64]2[C:59](=[CH:60][CH:61]=[C:62]([NH:66][C:67]([C:69]3[C:70]([C:76]4[CH:81]=[CH:80][C:79]([C:82]([F:85])([F:84])[F:83])=[CH:78][CH:77]=4)=[C:71]([CH3:75])[CH:72]=[CH:73][CH:74]=3)=[O:68])[CH:63]=2)[CH2:58]1. Product: [C:2]1([NH:56][C@@H:57]2[CH2:65][C:64]3[C:59](=[CH:60][CH:61]=[C:62]([NH:66][C:67]([C:69]4[C:70]([C:76]5[CH:77]=[CH:78][C:79]([C:82]([F:83])([F:84])[F:85])=[CH:80][CH:81]=5)=[C:71]([CH3:75])[CH:72]=[CH:73][CH:74]=4)=[O:68])[CH:63]=3)[CH2:58]2)[CH:7]=[CH:6][CH:5]=[CH:4][CH:3]=1. The catalyst class is: 101. (7) Reactant: [Li+].[OH-].FC1C=C(C=CC=1F)C([O:9][CH2:10][C@@H:11]([N:15]([CH3:26])[C:16](=[O:25])[C:17]1[CH:22]=[CH:21][C:20]([F:23])=[C:19]([F:24])[CH:18]=1)[CH:12]([CH3:14])[CH3:13])=O.C(O)(=O)C.C([O-])(O)=O.[Na+]. Product: [F:24][C:19]1[CH:18]=[C:17]([CH:22]=[CH:21][C:20]=1[F:23])[C:16]([N:15]([C@@H:11]([CH:12]([CH3:14])[CH3:13])[CH2:10][OH:9])[CH3:26])=[O:25]. The catalyst class is: 5.